Dataset: Catalyst prediction with 721,799 reactions and 888 catalyst types from USPTO. Task: Predict which catalyst facilitates the given reaction. (1) Reactant: [F:1][C:2]([F:40])([F:39])[C:3]1[CH:4]=[C:5]([CH:13]([OH:38])[CH2:14][NH:15][CH2:16][C:17]2[CH:22]=[C:21]([C:23]([F:26])([F:25])[F:24])[CH:20]=[CH:19][C:18]=2[C:27]2[CH:32]=[C:31]([CH:33]([CH3:35])[CH3:34])[CH:30]=[CH:29][C:28]=2[O:36][CH3:37])[CH:6]=[C:7]([C:9]([F:12])([F:11])[F:10])[CH:8]=1.CCN(C(C)C)C(C)C.Cl[C:51](Cl)([O:53]C(=O)OC(Cl)(Cl)Cl)Cl.C([O-])(O)=O.[Na+]. Product: [F:1][C:2]([F:39])([F:40])[C:3]1[CH:4]=[C:5]([CH:13]2[O:38][C:51](=[O:53])[N:15]([CH2:16][C:17]3[CH:22]=[C:21]([C:23]([F:24])([F:25])[F:26])[CH:20]=[CH:19][C:18]=3[C:27]3[CH:32]=[C:31]([CH:33]([CH3:35])[CH3:34])[CH:30]=[CH:29][C:28]=3[O:36][CH3:37])[CH2:14]2)[CH:6]=[C:7]([C:9]([F:11])([F:10])[F:12])[CH:8]=1. The catalyst class is: 2. (2) Reactant: [CH3:1][O:2][CH2:3][CH2:4][N:5]1[CH2:10][CH2:9][CH:8]([C:11]2[CH:20]=[CH:19][C:14]([C:15]([O:17]C)=O)=[CH:13][CH:12]=2)[CH2:7][CH2:6]1.[CH3:21][O:22][C:23]1[CH:24]=[C:25]([CH2:31][CH2:32][C:33]2[CH:34]=[C:35]([NH2:38])[NH:36][N:37]=2)[CH:26]=[C:27]([O:29][CH3:30])[CH:28]=1.C[Al](C)C. Product: [CH3:30][O:29][C:27]1[CH:26]=[C:25]([CH2:31][CH2:32][C:33]2[CH:34]=[C:35]([NH:38][C:15](=[O:17])[C:14]3[CH:13]=[CH:12][C:11]([CH:8]4[CH2:7][CH2:6][N:5]([CH2:4][CH2:3][O:2][CH3:1])[CH2:10][CH2:9]4)=[CH:20][CH:19]=3)[NH:36][N:37]=2)[CH:24]=[C:23]([O:22][CH3:21])[CH:28]=1. The catalyst class is: 11. (3) Reactant: [C:1]([O:5][C:6]([N:8]1[CH2:13][CH2:12][CH:11]([NH:14][C:15]([CH:17]2[CH2:21][CH2:20][N:19](C(OCC3C=CC=CC=3)=O)[CH2:18]2)=[O:16])[CH2:10][CH2:9]1)=[O:7])([CH3:4])([CH3:3])[CH3:2]. Product: [C:1]([O:5][C:6]([N:8]1[CH2:13][CH2:12][CH:11]([NH:14][C:15]([CH:17]2[CH2:21][CH2:20][NH:19][CH2:18]2)=[O:16])[CH2:10][CH2:9]1)=[O:7])([CH3:4])([CH3:2])[CH3:3]. The catalyst class is: 19. (4) Reactant: [CH2:1]([CH:3]([N:6]1[C:10]2=[N:11][C:12]([CH3:28])=[C:13]([C:15]3[CH:20]=[CH:19][C:18]([O:21][C:22]([F:25])([F:24])[F:23])=[CH:17][C:16]=3[O:26][CH3:27])[N:14]=[C:9]2[C:8](OS(C(F)(F)F)(=O)=O)=[N:7]1)[CH2:4][CH3:5])[CH3:2].[CH3:37]B(O)O. Product: [CH2:1]([CH:3]([N:6]1[C:10]2=[N:11][C:12]([CH3:28])=[C:13]([C:15]3[CH:20]=[CH:19][C:18]([O:21][C:22]([F:23])([F:24])[F:25])=[CH:17][C:16]=3[O:26][CH3:27])[N:14]=[C:9]2[C:8]([CH3:37])=[N:7]1)[CH2:4][CH3:5])[CH3:2].[CH2:1]([CH:3]([N:6]1[C:10]2=[N:11][C:12]([CH3:28])=[C:13]([C:15]3[CH:20]=[CH:19][C:18]([O:21][C:22]([F:23])([F:25])[F:24])=[CH:17][C:16]=3[O:26][CH3:27])[N:14]=[C:9]2[CH:8]=[N:7]1)[CH2:4][CH3:5])[CH3:2]. The catalyst class is: 11. (5) Reactant: [Br:1][C:2]1[C:11]([C@H:12]2[C@H:17]([O:18][CH2:19][C:20]3[CH:25]=[CH:24][CH:23]=[CH:22][CH:21]=3)[C@@H:16]([O:26][CH2:27][C:28]3[CH:33]=[CH:32][CH:31]=[CH:30][CH:29]=3)[C@H:15]([O:34][CH2:35][C:36]3[CH:41]=[CH:40][CH:39]=[CH:38][CH:37]=3)[C@@H:14]([CH2:42][O:43][CH2:44][C:45]3[CH:50]=[CH:49][CH:48]=[CH:47][CH:46]=3)[O:13]2)=[CH:10][C:9]([CH2:51][C:52]2[CH:57]=[CH:56][C:55]([O:58][CH2:59][CH3:60])=[CH:54][CH:53]=2)=[C:8]([Cl:61])[C:3]=1[O:4][CH2:5]CO.[C:62]([Cl:66])(Cl)(Cl)Cl.C1C=CC(P(C2C=CC=CC=2)C2C=CC=CC=2)=CC=1. Product: [CH2:35]([O:34][C@H:15]1[C@H:16]([O:26][CH2:27][C:28]2[CH:29]=[CH:30][CH:31]=[CH:32][CH:33]=2)[C@@H:17]([O:18][CH2:19][C:20]2[CH:21]=[CH:22][CH:23]=[CH:24][CH:25]=2)[C@H:12]([C:11]2[CH:10]=[C:9]([CH2:51][C:52]3[CH:53]=[CH:54][C:55]([O:58][CH2:59][CH3:60])=[CH:56][CH:57]=3)[C:8]([Cl:61])=[C:3]([O:4][CH2:5][CH2:62][Cl:66])[C:2]=2[Br:1])[O:13][C@@H:14]1[CH2:42][O:43][CH2:44][C:45]1[CH:46]=[CH:47][CH:48]=[CH:49][CH:50]=1)[C:36]1[CH:41]=[CH:40][CH:39]=[CH:38][CH:37]=1. The catalyst class is: 10. (6) Reactant: C([S:4][CH2:5][CH2:6][C:7]1[C:15]2[C:10](=[CH:11][CH:12]=[CH:13][CH:14]=2)[NH:9][C:8]=1[C:16]([O-:18])=[O:17])(=O)C. Product: [SH:4][CH2:5][CH2:6][C:7]1[C:15]2[C:10](=[CH:11][CH:12]=[CH:13][CH:14]=2)[NH:9][C:8]=1[C:16]([OH:18])=[O:17]. The catalyst class is: 1. (7) Reactant: [Cl-].[Al+3].[Cl-].[Cl-].C[O:6][C:7]1[CH:12]=[CH:11][C:10]([NH:13][C:14](=[O:16])[CH3:15])=[CH:9][CH:8]=1.[N+](C)([O-])=O.[Br:21][CH:22]([CH2:26][CH2:27][CH2:28][CH3:29])[C:23](Cl)=[O:24]. Product: [Br:21][CH:22]([CH2:26][CH2:27][CH2:28][CH3:29])[C:23]([C:8]1[CH:9]=[C:10]([NH:13][C:14](=[O:16])[CH3:15])[CH:11]=[CH:12][C:7]=1[OH:6])=[O:24]. The catalyst class is: 4.